This data is from Full USPTO retrosynthesis dataset with 1.9M reactions from patents (1976-2016). The task is: Predict the reactants needed to synthesize the given product. (1) Given the product [CH3:23][CH2:22][CH2:21][CH2:20][CH2:19][CH2:18][CH2:17][CH2:16][C:13]1[CH:14]=[CH:15][C:10]([CH2:9][CH2:8][C:5]([NH2:24])([CH2:4][OH:3])[CH2:6][OH:7])=[CH:11][CH:12]=1.[ClH:35], predict the reactants needed to synthesize it. The reactants are: CC1(C)[O:7][CH2:6][C:5]([NH:24]C(=O)OC(C)(C)C)([CH2:8][CH2:9][C:10]2[CH:15]=[CH:14][C:13]([CH2:16][CH2:17][CH2:18][CH2:19][CH2:20][CH2:21][CH2:22][CH3:23])=[CH:12][CH:11]=2)[CH2:4][O:3]1.O.C(Cl)[Cl:35]. (2) Given the product [Cl:25][CH2:19][C:15]1[CH:14]=[CH:13][CH:12]=[C:11]2[C:16]=1[CH:17]=[CH:18][C:9]([NH:8][CH2:7][C:5]1[O:6][C:2]([CH3:1])=[CH:3][CH:4]=1)=[N:10]2, predict the reactants needed to synthesize it. The reactants are: [CH3:1][C:2]1[O:6][C:5]([CH2:7][NH:8][C:9]2[CH:18]=[CH:17][C:16]3[C:11](=[CH:12][CH:13]=[CH:14][C:15]=3[CH2:19]O)[N:10]=2)=[CH:4][CH:3]=1.CS([Cl:25])(=O)=O.C(N(CC)C(C)C)(C)C. (3) Given the product [Si:13]([O:20][CH2:21][C@@H:22]([NH:23][S@:24]([C:26]([CH3:29])([CH3:28])[CH3:27])=[O:25])[C:7]1[CH:12]=[CH:11][CH:10]=[CH:9][N:8]=1)([C:16]([CH3:19])([CH3:18])[CH3:17])([CH3:15])[CH3:14], predict the reactants needed to synthesize it. The reactants are: C([Li])CCC.Br[C:7]1[CH:12]=[CH:11][CH:10]=[CH:9][N:8]=1.[Si:13]([O:20][CH2:21]/[CH:22]=[N:23]/[S@:24]([C:26]([CH3:29])([CH3:28])[CH3:27])=[O:25])([C:16]([CH3:19])([CH3:18])[CH3:17])([CH3:15])[CH3:14]. (4) Given the product [CH2:11]([O:13][C:14]1[CH:19]=[C:18]([C:2]2[N:7]=[CH:6][C:5]([C:8]([OH:10])=[O:9])=[CH:4][CH:3]=2)[CH:17]=[CH:16][CH:15]=1)[CH3:12], predict the reactants needed to synthesize it. The reactants are: Br[C:2]1[N:7]=[CH:6][C:5]([C:8]([OH:10])=[O:9])=[CH:4][CH:3]=1.[CH2:11]([O:13][C:14]1[CH:15]=[C:16](B(O)O)[CH:17]=[CH:18][CH:19]=1)[CH3:12].C(=O)([O-])[O-].[Na+].[Na+].Cl. (5) Given the product [CH3:1][CH:2]([CH2:13][C:14]#[C:15][CH2:16][CH3:17])[C:3]([OH:5])=[O:4], predict the reactants needed to synthesize it. The reactants are: [CH3:1][CH:2]([CH2:13][C:14]#[C:15][CH2:16][CH3:17])[C:3]([O:5]N1C(=O)CCC1=O)=[O:4].CC(CC#CCC)C(Cl)=O.OC[C@H](NC(=O)C(C)CC#CCC)C1C=CC=CC=1.